From a dataset of Forward reaction prediction with 1.9M reactions from USPTO patents (1976-2016). Predict the product of the given reaction. (1) Given the reactants C(=O)(OC(C)(C)C)[NH2:2].CC(C)([O-])C.[Na+].CC(C1C=C(C(C)C)C(C2C(P(C3CCCCC3)C3CCCCC3)=C(OC)C=CC=2OC)=C(C(C)C)C=1)C.Cl[C:54]1[CH:55]=[N:56][CH:57]=[C:58]([F:76])[C:59]=1[N:60]1[CH2:65][CH2:64][CH:63]([S:66]([N:69]2[CH2:74][CH2:73][N:72]([CH3:75])[CH2:71][CH2:70]2)(=[O:68])=[O:67])[CH2:62][CH2:61]1.C(O)(C(F)(F)F)=O, predict the reaction product. The product is: [F:76][C:58]1[C:59]([N:60]2[CH2:65][CH2:64][CH:63]([S:66]([N:69]3[CH2:74][CH2:73][N:72]([CH3:75])[CH2:71][CH2:70]3)(=[O:68])=[O:67])[CH2:62][CH2:61]2)=[C:54]([NH2:2])[CH:55]=[N:56][CH:57]=1. (2) Given the reactants I[C:2]1[C:7]([CH3:8])=[C:6]([CH3:9])[C:5](I)=[C:4]([CH3:11])[C:3]=1[CH3:12].[CH2:13]([C:17]1[CH:22]=[CH:21][C:20]([C:23]#[CH:24])=[CH:19][CH:18]=1)[CH2:14][CH2:15][CH3:16].O, predict the reaction product. The product is: [CH2:13]([C:17]1[CH:18]=[CH:19][C:20]([C:23]#[C:24][C:2]2[C:7]([CH3:8])=[C:6]([CH3:9])[C:5]([C:24]#[C:23][C:20]3[CH:21]=[CH:22][C:17]([CH2:13][CH2:14][CH2:15][CH3:16])=[CH:18][CH:19]=3)=[C:4]([CH3:11])[C:3]=2[CH3:12])=[CH:21][CH:22]=1)[CH2:14][CH2:15][CH3:16].